This data is from Forward reaction prediction with 1.9M reactions from USPTO patents (1976-2016). The task is: Predict the product of the given reaction. (1) Given the reactants Cl[C:2]1[CH:3]=[C:4]([OH:14])[CH:5]=[C:6]([CH2:8][C:9]2[NH:13][N:12]=[N:11][N:10]=2)[CH:7]=1.FC1C=C(C=C([C:25]([F:28])([F:27])[F:26])C=1)C(O)=O, predict the reaction product. The product is: [NH:13]1[C:9]([CH2:8][C:6]2[CH:5]=[C:4]([OH:14])[CH:3]=[C:2]([C:25]([F:28])([F:27])[F:26])[CH:7]=2)=[N:10][N:11]=[N:12]1. (2) Given the reactants [O-][N+:2]1[CH:7]=[CH:6][CH:5]=[CH:4][C:3]=1[CH:8]([CH3:14])[C:9]([O:11][CH2:12][CH3:13])=[O:10].O=P(Cl)(Cl)[Cl:17], predict the reaction product. The product is: [Cl:17][C:7]1[N:2]=[C:3]([CH:8]([CH3:14])[C:9]([O:11][CH2:12][CH3:13])=[O:10])[CH:4]=[CH:5][CH:6]=1. (3) The product is: [CH3:19][C:20]([O:23][C:24]([NH:1][CH2:2][C:3]1([OH:18])[CH2:7][CH2:6][N:5]([C:8]([O:10][CH2:11][C:12]2[CH:17]=[CH:16][CH:15]=[CH:14][CH:13]=2)=[O:9])[CH2:4]1)=[O:25])([CH3:22])[CH3:21]. Given the reactants [NH2:1][CH2:2][C:3]1([OH:18])[CH2:7][CH2:6][N:5]([C:8]([O:10][CH2:11][C:12]2[CH:17]=[CH:16][CH:15]=[CH:14][CH:13]=2)=[O:9])[CH2:4]1.[CH3:19][C:20]([O:23][C:24](O[C:24]([O:23][C:20]([CH3:22])([CH3:21])[CH3:19])=[O:25])=[O:25])([CH3:22])[CH3:21], predict the reaction product. (4) Given the reactants [CH2:1]([N:3]([CH:18]1[CH2:23][CH2:22][N:21]([CH3:24])[CH2:20][CH2:19]1)[C:4]1[C:5]([CH3:17])=[C:6]([CH:10]=[C:11]([C:13]([F:16])([F:15])[F:14])[CH:12]=1)[C:7]([OH:9])=O)[CH3:2].Cl.Cl.[NH2:27][CH2:28][C:29]1[C:30](=[O:40])[NH:31][C:32]([CH3:39])=[CH:33][C:34]=1[C:35]([F:38])([F:37])[F:36].C1CN([P+](ON2N=NC3C=CC=CC2=3)(N2CCCC2)N2CCCC2)CC1.F[P-](F)(F)(F)(F)F.CCN(C(C)C)C(C)C, predict the reaction product. The product is: [CH2:1]([N:3]([CH:18]1[CH2:19][CH2:20][N:21]([CH3:24])[CH2:22][CH2:23]1)[C:4]1[C:5]([CH3:17])=[C:6]([CH:10]=[C:11]([C:13]([F:15])([F:16])[F:14])[CH:12]=1)[C:7]([NH:27][CH2:28][C:29]1[C:30](=[O:40])[NH:31][C:32]([CH3:39])=[CH:33][C:34]=1[C:35]([F:36])([F:37])[F:38])=[O:9])[CH3:2]. (5) Given the reactants [NH:1]1C2[C:4](=[CH:5][CH:6]=[CH:7]C=2)[C:3](C=O)=[CH:2]1.FC1[CH:20]=[CH:19][C:16]([C:17]#[N:18])=[CH:15][CH:14]=1.N1C=NN=N1.[N-]=[N+]=[N-].[Na+].N[OH:31], predict the reaction product. The product is: [CH3:20][CH2:19][C:16]1[C:17](=[O:31])[N:18]2[C:2]([CH:3]=[CH:4][CH:5]=[C:6]2[CH3:7])=[N:1][C:15]=1[CH3:14].